From a dataset of Forward reaction prediction with 1.9M reactions from USPTO patents (1976-2016). Predict the product of the given reaction. (1) Given the reactants [NH:1]1[CH2:6][CH2:5][CH2:4][CH2:3][C:2]1=[O:7].CC(C)([O-])C.[K+].[O:14]1[CH2:16][CH:15]1[CH2:17][N:18]1[C:30]2[CH:29]=[CH:28][CH:27]=[CH:26][C:25]=2[C:24]2[C:19]1=[CH:20][CH:21]=[CH:22][CH:23]=2, predict the reaction product. The product is: [CH:20]1[C:19]2[N:18]([CH2:17][CH:15]([OH:14])[CH2:16][N:1]3[CH2:6][CH2:5][CH2:4][CH2:3][C:2]3=[O:7])[C:30]3[C:25](=[CH:26][CH:27]=[CH:28][CH:29]=3)[C:24]=2[CH:23]=[CH:22][CH:21]=1. (2) Given the reactants CO.[C:3]([O:7][C:8](=[O:24])[NH:9][CH2:10][CH2:11][N:12]([SH:23])[C:13]1[CH:18]=[C:17]([CH3:19])[CH:16]=[CH:15][C:14]=1[N+:20]([O-])=O)([CH3:6])([CH3:5])[CH3:4].[BH4-].[Na+].C(OCC)(=O)C, predict the reaction product. The product is: [C:3]([O:7][C:8](=[O:24])[NH:9][CH2:10][CH2:11][N:12]([SH:23])[C:13]1[CH:18]=[C:17]([CH3:19])[CH:16]=[CH:15][C:14]=1[NH2:20])([CH3:6])([CH3:4])[CH3:5]. (3) Given the reactants [CH2:1]([C:6]1[C:10]2[CH:11]=[CH:12][CH:13]=[CH:14][C:9]=2[O:8][C:7]=1[C:15]1[CH:16]=[C:17]2[C:22](=[CH:23][CH:24]=1)[CH:21]=[C:20]([OH:25])[CH:19]=[CH:18]2)[CH2:2][CH2:3][CH2:4][CH3:5].[Br:26]Br.C([O-])(=O)C.[K+], predict the reaction product. The product is: [Br:26][C:21]1[C:22]2[C:17](=[CH:16][C:15]([C:7]3[O:8][C:9]4[CH:14]=[CH:13][CH:12]=[CH:11][C:10]=4[C:6]=3[CH2:1][CH2:2][CH2:3][CH2:4][CH3:5])=[CH:24][CH:23]=2)[CH:18]=[CH:19][C:20]=1[OH:25]. (4) Given the reactants [OH:1][CH2:2][C:3]([C:6]1[O:10][N:9]=[C:8]([NH:11][C:12]([NH:14][C:15]2[CH:20]=[CH:19][C:18]([C:21]3[N:22]=[C:23]4[N:27]([CH:28]=3)[C:26]3[CH:29]=[CH:30][C:31]([O:33][CH2:34][CH2:35][N:36]5[CH2:41][CH2:40][O:39][CH2:38][CH2:37]5)=[CH:32][C:25]=3[S:24]4)=[CH:17][CH:16]=2)=[O:13])[CH:7]=1)([CH3:5])[CH3:4].[CH3:42][O:43][C:44](=[O:65])[C@H:45]1[O:51][C@:49](Br)(O)[C@H:48]([O:53][C:54](=[O:56])[CH3:55])[C@@H:47]([O:57][C:58](=[O:60])[CH3:59])[C@@H:46]1[O:61][C:62](=[O:64])[CH3:63], predict the reaction product. The product is: [CH3:42][O:43][C:44]([CH:45]1[CH:46]([O:61][C:62](=[O:64])[CH3:63])[CH:47]([O:57][C:58](=[O:60])[CH3:59])[CH:48]([O:53][C:54](=[O:56])[CH3:55])[CH:49]([O:1][CH2:2][C:3]([CH3:4])([C:6]2[O:10][N:9]=[C:8]([NH:11][C:12]([NH:14][C:15]3[CH:20]=[CH:19][C:18]([C:21]4[N:22]=[C:23]5[N:27]([CH:28]=4)[C:26]4[CH:29]=[CH:30][C:31]([O:33][CH2:34][CH2:35][N:36]6[CH2:41][CH2:40][O:39][CH2:38][CH2:37]6)=[CH:32][C:25]=4[S:24]5)=[CH:17][CH:16]=3)=[O:13])[CH:7]=2)[CH3:5])[O:51]1)=[O:65]. (5) Given the reactants [NH2:1][C:2]1[CH:7]=[CH:6][CH:5]=[CH:4][C:3]=1[S:8]([NH2:11])(=[O:10])=[O:9].[Cl:12][C:13]1[CH:14]=[C:15]([NH:23][C:24](OC2C=CC=CC=2)=[O:25])[C:16](=[CH:21][CH:22]=1)[C:17](OC)=[O:18], predict the reaction product. The product is: [NH2:1][C:2]1[CH:7]=[CH:6][CH:5]=[CH:4][C:3]=1[S:8]([N:11]1[C:17](=[O:18])[C:16]2[C:15](=[CH:14][C:13]([Cl:12])=[CH:22][CH:21]=2)[NH:23][C:24]1=[O:25])(=[O:9])=[O:10]. (6) The product is: [Cl:34][C:35]1[CH:36]=[CH:37][C:38]([CH:39]=[CH:40][CH2:41][N:42]2[C:47](=[O:48])[C:46]([CH2:49][N:11]3[CH2:12][CH2:13][N:8]([CH3:6])[CH2:9][CH2:10]3)=[CH:45][C:44]([C:55]3[CH:60]=[CH:59][C:58]([O:61][CH3:62])=[C:57]([F:63])[CH:56]=3)=[N:43]2)=[CH:64][CH:65]=1. Given the reactants C(O[C:6]([N:8]1[CH2:13][CH2:12][N:11](C2C(=O)N(CC(C)C)N=C(C3C=CC(C)=C(F)C=3)C=2C)[CH2:10][CH2:9]1)=O)(C)(C)C.[Cl:34][C:35]1[CH:65]=[CH:64][C:38]([CH:39]=[CH:40][CH2:41][N:42]2[C:47](=[O:48])[C:46]([CH2:49]OS(C)(=O)=O)=[CH:45][C:44]([C:55]3[CH:60]=[CH:59][C:58]([O:61][CH3:62])=[C:57]([F:63])[CH:56]=3)=[N:43]2)=[CH:37][CH:36]=1.CN1CCNCC1, predict the reaction product. (7) Given the reactants [Cl:1][C:2]1[C:11]2[C:6](=[CH:7][C:8]([O:15][CH2:16][CH3:17])=[C:9]([O:12][CH2:13][CH3:14])[CH:10]=2)[N:5]=[CH:4][N:3]=1.[NH2:18][C:19]1[CH:20]=[C:21]([C:25]2[N:26]=[C:27]([C:30]([NH2:32])=[O:31])[S:28][CH:29]=2)[CH:22]=[CH:23][CH:24]=1, predict the reaction product. The product is: [ClH:1].[CH2:13]([O:12][C:9]1[CH:10]=[C:11]2[C:6](=[CH:7][C:8]=1[O:15][CH2:16][CH3:17])[N:5]=[CH:4][N:3]=[C:2]2[NH:18][C:19]1[CH:20]=[C:21]([C:25]2[N:26]=[C:27]([C:30]([NH2:32])=[O:31])[S:28][CH:29]=2)[CH:22]=[CH:23][CH:24]=1)[CH3:14]. (8) Given the reactants C[O:2][C:3]([C:5]1[CH:6]=[N:7][C:8]([C:11]2[CH:16]=[CH:15][CH:14]=[C:13]([O:17][CH3:18])[CH:12]=2)=[N:9][CH:10]=1)=[O:4].O.[OH-].[Li+].CO.O, predict the reaction product. The product is: [CH3:18][O:17][C:13]1[CH:12]=[C:11]([C:8]2[N:9]=[CH:10][C:5]([C:3]([OH:4])=[O:2])=[CH:6][N:7]=2)[CH:16]=[CH:15][CH:14]=1. (9) Given the reactants Cl.Cl.C1(S([N:12]2[C:16]3[N:17]=[CH:18][N:19]=[C:20]([N:21]4[CH2:26][CH2:25][NH:24][CH2:23][CH2:22]4)[C:15]=3[C:14]([C:27]3[S:28][CH:29]=[CH:30][CH:31]=3)=[CH:13]2)(=O)=O)C=CC=CC=1.CCN([CH:38]([CH3:40])[CH3:39])C(C)C.C([CH:48]([NH2:61])[C@H:49]([CH2:53][C:54]1[CH:59]=[CH:58][C:57]([Cl:60])=[CH:56][CH:55]=1)[C:50]([OH:52])=[O:51])(OC(C)(C)C)=O.CN([C:65]([O:69]N1N=NC2C=CC=CC1=2)=[N+](C)C)C.F[P-](F)(F)(F)(F)F.[Li+].[OH-].[C:88]([O-])(O)=O.[Na+], predict the reaction product. The product is: [C:50]([C@:49]([CH2:48][NH2:61])([CH2:53][C:54]1[CH:55]=[CH:56][C:57]([Cl:60])=[CH:58][CH:59]=1)[C:65]([N:24]1[CH2:23][CH2:22][N:21]([C:20]2[C:15]3[C:14]([C:27]4[S:28][CH:29]=[CH:30][CH:31]=4)=[CH:13][NH:12][C:16]=3[N:17]=[CH:18][N:19]=2)[CH2:26][CH2:25]1)=[O:69])([O:52][C:38]([CH3:40])([CH3:88])[CH3:39])=[O:51].